The task is: Predict the product of the given reaction.. This data is from Forward reaction prediction with 1.9M reactions from USPTO patents (1976-2016). (1) Given the reactants Cl[C:2]1[C:3]([O:13][CH:14]2[CH2:19][CH2:18][C:17]([F:21])([F:20])[CH2:16][CH2:15]2)=[CH:4][C:5]([F:12])=[C:6]([CH:11]=1)[C:7]([O:9][CH3:10])=[O:8].[CH:22]1(B(O)O)[CH2:24][CH2:23]1.P([O-])([O-])([O-])=O.[K+].[K+].[K+].F[B-](F)(F)F.C1(P(C2CCCCC2)C2CCCCC2)CCCCC1, predict the reaction product. The product is: [CH:22]1([C:2]2[C:3]([O:13][CH:14]3[CH2:19][CH2:18][C:17]([F:21])([F:20])[CH2:16][CH2:15]3)=[CH:4][C:5]([F:12])=[C:6]([CH:11]=2)[C:7]([O:9][CH3:10])=[O:8])[CH2:24][CH2:23]1. (2) Given the reactants CCN(C(C)C)C(C)C.[F:10][C:11]1[CH:16]=[CH:15][CH:14]=[CH:13][C:12]=1[C:17]1N[N:20]=[C:19]([C:22]([OH:24])=O)[CH:18]=1.C1(C2NN=C(C(O)=[O:37])C=2)C=CC=CC=1.FC1C=CC=CC=1C(=O)C.C1C=CC2N(O)N=NC=2C=1.CCN=C=NCCCN(C)C.Cl.Cl.Cl.[NH2:73][CH2:74][C:75]([N:77]1[CH2:82][CH2:81][CH:80]([NH:83][C:84]2[CH:89]=[CH:88][CH:87]=[CH:86][C:85]=2[Cl:90])[CH2:79][CH2:78]1)=[O:76], predict the reaction product. The product is: [Cl:90][C:85]1[CH:86]=[CH:87][CH:88]=[CH:89][C:84]=1[NH:83][CH:80]1[CH2:81][CH2:82][N:77]([C:75](=[O:76])[CH2:74][NH:73][C:22]([C:19]2[CH:18]=[C:17]([C:12]3[CH:13]=[CH:14][CH:15]=[CH:16][C:11]=3[F:10])[O:37][N:20]=2)=[O:24])[CH2:78][CH2:79]1. (3) Given the reactants C(OC([N:8]1[CH2:12][CH2:11][C:10]2([CH2:17][CH2:16][N:15]([CH2:18][C:19]3[N:29]([CH2:30][CH2:31][CH:32]4[CH2:37][CH2:36][CH2:35][CH2:34][CH2:33]4)[C:22]4[N:23]=[C:24]([C:27]#[N:28])[N:25]=[CH:26][C:21]=4[CH:20]=3)[CH2:14][CH2:13]2)[CH2:9]1)=O)(C)(C)C.[F:38][C:39]([F:44])([F:43])[C:40]([OH:42])=[O:41], predict the reaction product. The product is: [F:38][C:39]([F:44])([F:43])[C:40]([OH:42])=[O:41].[CH:32]1([CH2:31][CH2:30][N:29]2[C:22]3[N:23]=[C:24]([C:27]#[N:28])[N:25]=[CH:26][C:21]=3[CH:20]=[C:19]2[CH2:18][N:15]2[CH2:14][CH2:13][C:10]3([CH2:9][NH:8][CH2:12][CH2:11]3)[CH2:17][CH2:16]2)[CH2:33][CH2:34][CH2:35][CH2:36][CH2:37]1. (4) Given the reactants [C:1]([O:5][C:6]([NH:8][CH2:9][C@H:10]1[CH2:15][CH2:14][C@H:13]([C:16]([NH:18][C@H:19]([C:38](=[O:56])[NH:39][C:40]2[CH:55]=[CH:54][C:43]3[NH:44][C:45]([C:47]([F:53])([F:52])[C:48]([F:51])([F:50])[F:49])=[N:46][C:42]=3[CH:41]=2)[CH2:20][C:21]2[CH:26]=[CH:25][C:24]([C:27]3[CH:32]=[CH:31][C:30]([C:33]([O:35]C)=[O:34])=[CH:29][C:28]=3[CH3:37])=[CH:23][CH:22]=2)=[O:17])[CH2:12][CH2:11]1)=[O:7])([CH3:4])([CH3:3])[CH3:2].[OH-].[Li+], predict the reaction product. The product is: [C:1]([O:5][C:6]([NH:8][CH2:9][C@H:10]1[CH2:15][CH2:14][C@H:13]([C:16]([NH:18][C@H:19]([C:38](=[O:56])[NH:39][C:40]2[CH:55]=[CH:54][C:43]3[NH:44][C:45]([C:47]([F:52])([F:53])[C:48]([F:50])([F:51])[F:49])=[N:46][C:42]=3[CH:41]=2)[CH2:20][C:21]2[CH:26]=[CH:25][C:24]([C:27]3[CH:32]=[CH:31][C:30]([C:33]([OH:35])=[O:34])=[CH:29][C:28]=3[CH3:37])=[CH:23][CH:22]=2)=[O:17])[CH2:12][CH2:11]1)=[O:7])([CH3:4])([CH3:2])[CH3:3]. (5) Given the reactants [N:1]1([C:7]2[S:8][CH2:9][C:10](=[O:12])[N:11]=2)[CH2:6][CH2:5][S:4][CH2:3][CH2:2]1.[C:13]([C:16]1[CH:17]=[C:18]([CH:21]=[CH:22][CH:23]=1)[CH:19]=O)([OH:15])=[O:14].C([O-])(=O)C.[Na+], predict the reaction product. The product is: [O:12]=[C:10]1[C:9](=[CH:19][C:18]2[CH:17]=[C:16]([CH:23]=[CH:22][CH:21]=2)[C:13]([OH:15])=[O:14])[S:8][C:7]([N:1]2[CH2:2][CH2:3][S:4][CH2:5][CH2:6]2)=[N:11]1. (6) Given the reactants [CH2:1]([O:3][C:4](=[O:16])[CH2:5][C:6]1[N:14]2[C:9]([CH:10]=[CH:11][CH:12]=[CH:13]2)=[CH:8][C:7]=1[CH3:15])[CH3:2].[CH3:17][S:18]([C:21]1[CH:26]=[CH:25][C:24]([S:27][S:27][C:24]2[CH:25]=[CH:26][C:21]([S:18]([CH3:17])(=[O:20])=[O:19])=[CH:22][CH:23]=2)=[CH:23][CH:22]=1)(=[O:20])=[O:19].II, predict the reaction product. The product is: [CH2:1]([O:3][C:4](=[O:16])[CH2:5][C:6]1[N:14]2[C:9]([CH:10]=[CH:11][CH:12]=[CH:13]2)=[C:8]([S:27][C:24]2[CH:25]=[CH:26][C:21]([S:18]([CH3:17])(=[O:20])=[O:19])=[CH:22][CH:23]=2)[C:7]=1[CH3:15])[CH3:2]. (7) Given the reactants [F:1][C:2]([F:16])([F:15])[C:3]1[CH:10]=[C:9]([C:11]([F:14])([F:13])[F:12])[CH:8]=[CH:7][C:4]=1[CH:5]=O.[NH2:17][C:18]1[CH:19]=[C:20]2[C:24]3=[C:25]([CH2:27][O:28][CH2:29][CH2:30][N:23]3[C@H:22]3[CH2:31][CH2:32][N:33](C(OC(C)(C)C)=O)[CH2:34][C@@H:21]23)[CH:26]=1, predict the reaction product. The product is: [F:1][C:2]([F:16])([F:15])[C:3]1[CH:10]=[C:9]([C:11]([F:14])([F:13])[F:12])[CH:8]=[CH:7][C:4]=1[CH2:5][NH:17][C:18]1[CH:19]=[C:20]2[C:24]3=[C:25]([CH2:27][O:28][CH2:29][CH2:30][N:23]3[C@H:22]3[CH2:31][CH2:32][NH:33][CH2:34][C@@H:21]23)[CH:26]=1.